Dataset: Peptide-MHC class I binding affinity with 185,985 pairs from IEDB/IMGT. Task: Regression. Given a peptide amino acid sequence and an MHC pseudo amino acid sequence, predict their binding affinity value. This is MHC class I binding data. (1) The peptide sequence is YIIRVTTEL. The MHC is HLA-A02:02 with pseudo-sequence HLA-A02:02. The binding affinity (normalized) is 1.00. (2) The peptide sequence is FVHDSVQYF. The MHC is HLA-B35:01 with pseudo-sequence HLA-B35:01. The binding affinity (normalized) is 1.00. (3) The peptide sequence is YTAVVPLVY. The MHC is HLA-A31:01 with pseudo-sequence HLA-A31:01. The binding affinity (normalized) is 0.0185. (4) The peptide sequence is KVYWAGIEF. The MHC is HLA-A69:01 with pseudo-sequence HLA-A69:01. The binding affinity (normalized) is 0.0847. (5) The peptide sequence is RPMTYKAAV. The MHC is HLA-A32:01 with pseudo-sequence HLA-A32:01. The binding affinity (normalized) is 0. (6) The peptide sequence is DISSFYWSL. The MHC is HLA-A02:02 with pseudo-sequence HLA-A02:02. The binding affinity (normalized) is 0.448. (7) The peptide sequence is NYINVELSL. The MHC is Mamu-A07 with pseudo-sequence Mamu-A07. The binding affinity (normalized) is 0.